This data is from Forward reaction prediction with 1.9M reactions from USPTO patents (1976-2016). The task is: Predict the product of the given reaction. (1) The product is: [F:12][C:5]1[CH:4]=[C:3]([O:2][CH3:1])[CH:8]=[CH:7][C:6]=1[NH2:9]. Given the reactants [CH3:1][O:2][C:3]1[CH:8]=[CH:7][C:6]([N+:9]([O-])=O)=[C:5]([F:12])[CH:4]=1, predict the reaction product. (2) Given the reactants [Br:1][C:2]1[CH:3]=[C:4]([CH:7]=[O:8])[S:5][CH:6]=1.CN(C=O)C.[Cl:14]N1C(=O)CCC1=O, predict the reaction product. The product is: [Br:1][C:2]1[CH:3]=[C:4]([CH:7]=[O:8])[S:5][C:6]=1[Cl:14]. (3) Given the reactants [F:1][C:2]1[CH:3]=[C:4]([CH:6]=[CH:7][C:8]=1[O:9][C:10]1[CH:15]=[CH:14][CH:13]=[CH:12][C:11]=1[F:16])[NH2:5].C(OC(C(F)(F)F)=O)(C(F)(F)F)=O.[N+:30]([O-])([O-:32])=[O:31].[K+], predict the reaction product. The product is: [F:1][C:2]1[C:8]([O:9][C:10]2[CH:15]=[CH:14][CH:13]=[CH:12][C:11]=2[F:16])=[CH:7][C:6]([N+:30]([O-:32])=[O:31])=[C:4]([CH:3]=1)[NH2:5]. (4) Given the reactants C(O[C:6]([N:8]1[CH2:13][CH2:12][N:11]([C:14]2[C:23]3[C:18](=[CH:19][C:20]([O:26][CH3:27])=[C:21]([O:24][CH3:25])[CH:22]=3)[N:17]=[CH:16][CH:15]=2)[CH2:10][CH2:9]1)=[O:7])(C)(C)C.C(OC(N1CCN(C2[C:50]3[C:45](=[CH:46][C:47](F)=[C:48](F)[CH:49]=3)[N:44]=CN=2)CC1)=O)(C)(C)C, predict the reaction product. The product is: [CH3:25][O:24][C:21]1[CH:22]=[C:23]2[C:18](=[CH:19][C:20]=1[O:26][CH3:27])[N:17]=[CH:16][CH:15]=[C:14]2[N:11]1[CH2:12][CH2:13][N:8]([C:6]([NH:44][C:45]2[CH:46]=[CH:47][C:48]([O:24][C:21]3[CH:22]=[CH:23][CH:18]=[CH:19][CH:20]=3)=[CH:49][CH:50]=2)=[O:7])[CH2:9][CH2:10]1.